This data is from Forward reaction prediction with 1.9M reactions from USPTO patents (1976-2016). The task is: Predict the product of the given reaction. (1) Given the reactants [CH3:1][C:2]1[N:3]([C:8]2[CH:12]=[C:11]([CH2:13]O)[N:10]([CH3:15])[N:9]=2)[C:4]([CH3:7])=[CH:5][CH:6]=1.CC(C)(O)[C:18]#[N:19].P(OCCCC)(OCCCC)(OCCCC)=O.N(/C(N1CCCCC1)=O)=N\C(N1CCCCC1)=O, predict the reaction product. The product is: [CH3:1][C:2]1[N:3]([C:8]2[CH:12]=[C:11]([CH2:13][C:18]#[N:19])[N:10]([CH3:15])[N:9]=2)[C:4]([CH3:7])=[CH:5][CH:6]=1. (2) Given the reactants [C:1]([C:3]1[CH:4]=[C:5]([CH:16]=[CH:17][CH:18]=1)[O:6][C:7]1[N:15]=[CH:14][CH:13]=[CH:12][C:8]=1[C:9]([OH:11])=O)#[N:2].[CH3:19][O:20][C:21]([C:23]1[CH:24]=[C:25]([C:29]2[CH:34]=[CH:33][C:32]([CH2:35][NH2:36])=[C:31]([F:37])[CH:30]=2)[CH:26]=[CH:27][CH:28]=1)=[O:22], predict the reaction product. The product is: [CH3:19][O:20][C:21]([C:23]1[CH:24]=[C:25]([C:29]2[CH:34]=[CH:33][C:32]([CH2:35][NH:36][C:9]([C:8]3[C:7]([O:6][C:5]4[CH:16]=[CH:17][CH:18]=[C:3]([C:1]#[N:2])[CH:4]=4)=[N:15][CH:14]=[CH:13][CH:12]=3)=[O:11])=[C:31]([F:37])[CH:30]=2)[CH:26]=[CH:27][CH:28]=1)=[O:22].